Task: Predict the product of the given reaction.. Dataset: Forward reaction prediction with 1.9M reactions from USPTO patents (1976-2016) Given the reactants [Cl:1][C:2]1[CH:7]=[CH:6][C:5]([N:8]2[C:16]([NH:17][CH:18]3[CH2:23][CH2:22][CH2:21][CH2:20][CH2:19]3)=[C:15]3[C:10]([CH:11]=[CH:12][CH:13]=[CH:14]3)=[N:9]2)=[CH:4][CH:3]=1.[CH3:24][O:25][C:26](=[O:37])[C:27]1[CH:32]=[CH:31][C:30]([CH3:33])=[C:29]([N:34]=[C:35]=[O:36])[CH:28]=1.CCN(CC)CC, predict the reaction product. The product is: [CH3:24][O:25][C:26](=[O:37])[C:27]1[CH:32]=[CH:31][C:30]([CH3:33])=[C:29]([NH:34][C:35]([N:17]([C:16]2[N:8]([C:5]3[CH:6]=[CH:7][C:2]([Cl:1])=[CH:3][CH:4]=3)[N:9]=[C:10]3[C:15]=2[CH:14]=[CH:13][CH:12]=[CH:11]3)[CH:18]2[CH2:23][CH2:22][CH2:21][CH2:20][CH2:19]2)=[O:36])[CH:28]=1.